Dataset: Full USPTO retrosynthesis dataset with 1.9M reactions from patents (1976-2016). Task: Predict the reactants needed to synthesize the given product. (1) The reactants are: [CH3:1][O:2][CH2:3][CH2:4][NH2:5].C(OCC)(=O)C.[C:12](Cl)(=[O:15])[CH:13]=[CH2:14]. Given the product [CH3:1][O:2][CH2:3][CH2:4][NH:5][C:12](=[O:15])[CH:13]=[CH2:14], predict the reactants needed to synthesize it. (2) Given the product [Cl:1][C:2]1[CH:3]=[C:4]([C:12]2[S:13][C:14]([C:17]3[C:18]([CH2:32][CH3:33])=[C:19]([CH2:23][CH2:24][N:25]([CH3:31])[CH2:26][C:27]([OH:29])=[O:28])[CH:20]=[CH:21][CH:22]=3)=[CH:15][N:16]=2)[CH:5]=[CH:6][C:7]=1[O:8][CH:9]([CH3:11])[CH3:10], predict the reactants needed to synthesize it. The reactants are: [Cl:1][C:2]1[CH:3]=[C:4]([C:12]2[S:13][C:14]([C:17]3[C:18]([CH2:32][CH3:33])=[C:19]([CH2:23][CH2:24][N:25]([CH3:31])[CH2:26][C:27]([O:29]C)=[O:28])[CH:20]=[CH:21][CH:22]=3)=[CH:15][N:16]=2)[CH:5]=[CH:6][C:7]=1[O:8][CH:9]([CH3:11])[CH3:10].[OH-].[Na+].